Dataset: Reaction yield outcomes from USPTO patents with 853,638 reactions. Task: Predict the reaction yield, written as a fraction of the theoretical maximum amount of product (1.0 means a 100% yield; for example, 0.34 means a 34% yield). The reactants are Cl.[Cl:2][C:3]1[CH:16]=[CH:15][CH:14]=[CH:13][C:4]=1[O:5][CH2:6][CH:7]1[O:12][CH2:11][CH2:10][NH:9][CH2:8]1.[CH3:17][C:18]1[CH:23]=[C:22]([CH3:24])[N:21]=[C:20]([NH:25][C:26](=O)[O:27]C2C=CC=CC=2)[CH:19]=1. No catalyst specified. The product is [Cl:2][C:3]1[CH:16]=[CH:15][CH:14]=[CH:13][C:4]=1[O:5][CH2:6][CH:7]1[O:12][CH2:11][CH2:10][N:9]([C:26]([NH:25][C:20]2[CH:19]=[C:18]([CH3:17])[CH:23]=[C:22]([CH3:24])[N:21]=2)=[O:27])[CH2:8]1. The yield is 0.410.